Dataset: Forward reaction prediction with 1.9M reactions from USPTO patents (1976-2016). Task: Predict the product of the given reaction. (1) Given the reactants [C:1]1([CH3:12])[CH:6]=[CH:5][CH:4]=[CH:3][C:2]=1[CH2:7][S:8](Cl)(=[O:10])=[O:9].[CH3:13][O:14][C:15]1[CH:22]=[C:21]([O:23][CH3:24])[CH:20]=[CH:19][C:16]=1[CH2:17][NH2:18].O.C(OCC)(=O)C, predict the reaction product. The product is: [CH3:13][O:14][C:15]1[CH:22]=[C:21]([O:23][CH3:24])[CH:20]=[CH:19][C:16]=1[CH2:17][NH:18][S:8]([CH2:7][C:2]1[CH:3]=[CH:4][CH:5]=[CH:6][C:1]=1[CH3:12])(=[O:10])=[O:9]. (2) Given the reactants [Br:1][C:2]1[CH:3]=[C:4](C(N=[N+]=[N-])=O)[CH:5]=[N:6][CH:7]=1.[N-:13]=[C:14]=[O:15].[CH3:16][O:17][C:18]1[CH:19]=[C:20]2[C:24](=[CH:25][C:26]=1[C:27]([F:30])([F:29])[F:28])[NH:23][CH2:22][CH2:21]2, predict the reaction product. The product is: [Br:1][C:2]1[CH:3]=[C:4]([NH:13][C:14]([N:23]2[C:24]3[C:20](=[CH:19][C:18]([O:17][CH3:16])=[C:26]([C:27]([F:29])([F:30])[F:28])[CH:25]=3)[CH2:21][CH2:22]2)=[O:15])[CH:5]=[N:6][CH:7]=1. (3) Given the reactants Br.[NH2:2][C:3]1[S:4][CH:5]=[C:6]([C:8]2[CH:13]=[CH:12][CH:11]=[CH:10][CH:9]=2)[N:7]=1.[Cl:14][C:15]1[CH:23]=[CH:22][C:21]([N+:24]([O-:26])=[O:25])=[CH:20][C:16]=1[C:17](Cl)=[O:18], predict the reaction product. The product is: [C:8]1([C:6]2[N:7]=[C:3]([NH:2][C:17]([C:16]3[CH:20]=[C:21]([N+:24]([O-:26])=[O:25])[CH:22]=[CH:23][C:15]=3[Cl:14])=[O:18])[S:4][CH:5]=2)[CH:13]=[CH:12][CH:11]=[CH:10][CH:9]=1. (4) Given the reactants [C:1]([OH:14])(=[O:13])[CH2:2][CH2:3][CH2:4][CH2:5][CH2:6][CH2:7][CH2:8][CH2:9][C:10]([OH:12])=[O:11].[OH-].[K+:16], predict the reaction product. The product is: [C:1]([O-:14])(=[O:13])[CH2:2][CH2:3][CH2:4][CH2:5][CH2:6][CH2:7][CH2:8][CH2:9][C:10]([O-:12])=[O:11].[K+:16].[K+:16]. (5) Given the reactants [C:1]([O:5][C:6](=[O:20])[NH:7][C:8]1[CH:13]=[C:12]([Cl:14])[C:11]([O:15][CH2:16][CH2:17][OH:18])=[C:10]([Cl:19])[CH:9]=1)([CH3:4])([CH3:3])[CH3:2].[C:21](OC(=O)C)(=[O:23])[CH3:22], predict the reaction product. The product is: [C:1]([O:5][C:6]([NH:7][C:8]1[CH:13]=[C:12]([Cl:14])[C:11]([O:15][CH2:16][CH2:17][O:18][C:21](=[O:23])[CH3:22])=[C:10]([Cl:19])[CH:9]=1)=[O:20])([CH3:4])([CH3:2])[CH3:3].